This data is from Forward reaction prediction with 1.9M reactions from USPTO patents (1976-2016). The task is: Predict the product of the given reaction. (1) Given the reactants [C:1]1([C:7]#[CH:8])[CH:6]=[CH:5][CH:4]=[CH:3][CH:2]=1.I[C:10]1[CH:15]=[CH:14][CH:13]=[CH:12][CH:11]=1, predict the reaction product. The product is: [C:8]([C:10]1[CH:15]=[CH:14][CH:13]=[CH:12][CH:11]=1)#[C:7][C:1]1[CH:6]=[CH:5][CH:4]=[CH:3][CH:2]=1. (2) Given the reactants [NH2:1][C:2]1[C:3]([NH:21][C@@H:22]2[C@H:26]([CH2:27][CH3:28])[CH2:25][C@H:24]([NH:29][S:30]([CH:33]3[CH2:35][CH2:34]3)(=[O:32])=[O:31])[CH2:23]2)=[C:4]2[CH:10]=[CH:9][N:8]([S:11]([C:14]3[CH:20]=[CH:19][C:17]([CH3:18])=[CH:16][CH:15]=3)(=[O:13])=[O:12])[C:5]2=[N:6][CH:7]=1.[N:36]#[C:37]Br, predict the reaction product. The product is: [NH2:36][C:37]1[N:21]([C@@H:22]2[C@H:26]([CH2:27][CH3:28])[CH2:25][C@H:24]([NH:29][S:30]([CH:33]3[CH2:35][CH2:34]3)(=[O:31])=[O:32])[CH2:23]2)[C:3]2=[C:4]3[CH:10]=[CH:9][N:8]([S:11]([C:14]4[CH:15]=[CH:16][C:17]([CH3:18])=[CH:19][CH:20]=4)(=[O:12])=[O:13])[C:5]3=[N:6][CH:7]=[C:2]2[N:1]=1. (3) Given the reactants [CH3:1][C:2]1[C:7]([O:8][C@@H:9]2[CH2:13][CH2:12][O:11][CH2:10]2)=[CH:6][CH:5]=[CH:4][C:3]=1[OH:14].[H-].[Na+].FC(F)(F)S(O[C:23]1[C:32]2[C:31](=[O:33])[N:30]([CH2:34][C:35]3[CH:40]=[CH:39][C:38]([O:41][CH3:42])=[CH:37][CH:36]=3)[C:29](=[O:43])[N:28]([C:44]3[CH:49]=[CH:48][C:47]([I:50])=[CH:46][C:45]=3[F:51])[C:27]=2[N:26]([CH3:52])[C:25](=[O:53])[CH:24]=1)(=O)=O, predict the reaction product. The product is: [F:51][C:45]1[CH:46]=[C:47]([I:50])[CH:48]=[CH:49][C:44]=1[N:28]1[C:27]2[N:26]([CH3:52])[C:25](=[O:53])[CH:24]=[C:23]([O:14][C:3]3[CH:4]=[CH:5][CH:6]=[C:7]([O:8][C@@H:9]4[CH2:13][CH2:12][O:11][CH2:10]4)[C:2]=3[CH3:1])[C:32]=2[C:31](=[O:33])[N:30]([CH2:34][C:35]2[CH:36]=[CH:37][C:38]([O:41][CH3:42])=[CH:39][CH:40]=2)[C:29]1=[O:43]. (4) Given the reactants [CH3:1][N:2]1[CH:6]=[CH:5][CH:4]=[C:3]1[CH:7]=O.[CH3:9][O:10][CH2:11][CH2:12][NH2:13].[C:14]1(=[O:25])[O:20][C:18](=O)[C:17]2=[CH:21][CH:22]=[CH:23][CH:24]=[C:16]2[CH2:15]1.[CH3:26][O:27][C:28]1[CH:29]=[C:30]([CH:32]=[CH:33][CH:34]=1)[NH2:31], predict the reaction product. The product is: [CH3:9][O:10][CH2:11][CH2:12][N:13]1[CH:7]([C:3]2[N:2]([CH3:1])[CH:6]=[CH:5][CH:4]=2)[CH:15]([C:14]([NH:31][C:30]2[CH:32]=[CH:33][CH:34]=[C:28]([O:27][CH3:26])[CH:29]=2)=[O:25])[C:16]2[C:17](=[CH:21][CH:22]=[CH:23][CH:24]=2)[C:18]1=[O:20]. (5) Given the reactants Br[C:2]1[CH:3]=[C:4]([C:13]([O:16][CH3:17])=[CH:14][CH:15]=1)[CH2:5][CH:6]1[CH2:10][O:9][C:8]([CH3:12])([CH3:11])[O:7]1.C([Li])CCC.CN(C)[CH:25]=[O:26], predict the reaction product. The product is: [CH3:11][C:8]1([CH3:12])[O:7][CH:6]([CH2:5][C:4]2[CH:3]=[C:2]([CH:15]=[CH:14][C:13]=2[O:16][CH3:17])[CH:25]=[O:26])[CH2:10][O:9]1. (6) The product is: [Br:1][C:2]1[CH:26]=[CH:25][C:5]([O:6][C:7]2[CH:12]=[CH:11][C:10]([CH:13]3[C:18]4=[N:19][S:20](=[O:24])(=[O:23])[CH2:21][CH2:22][N:17]4[CH2:16][CH2:15][CH2:14]3)=[CH:9][CH:8]=2)=[CH:4][C:3]=1[C:27]([F:30])([F:29])[F:28]. Given the reactants [Br:1][C:2]1[CH:26]=[CH:25][C:5]([O:6][C:7]2[CH:12]=[CH:11][C:10]([C:13]3[C:18]4=[N:19][S:20](=[O:24])(=[O:23])[CH2:21][CH2:22][N:17]4[CH:16]=[CH:15][CH:14]=3)=[CH:9][CH:8]=2)=[CH:4][C:3]=1[C:27]([F:30])([F:29])[F:28], predict the reaction product.